Task: Predict the product of the given reaction.. Dataset: Forward reaction prediction with 1.9M reactions from USPTO patents (1976-2016) (1) Given the reactants [C:1]([C:5]1[CH:10]=[CH:9][C:8]([N+:11]([O-])=O)=[CH:7][C:6]=1[S:14]([NH2:17])(=[O:16])=[O:15])([CH3:4])([CH3:3])[CH3:2].O.O.Cl[Sn]Cl.C([O-])(O)=O.[Na+], predict the reaction product. The product is: [C:1]([C:5]1[CH:10]=[CH:9][C:8]([NH2:11])=[CH:7][C:6]=1[S:14]([NH2:17])(=[O:15])=[O:16])([CH3:4])([CH3:2])[CH3:3]. (2) The product is: [F:24][C:2]1([F:1])[CH2:6][CH2:5][C@@H:4]([C@@:7]([OH:23])([C:17]2[CH:18]=[CH:19][CH:20]=[CH:21][CH:22]=2)[C:8]([O:10][CH:11]2[CH2:12][CH2:13][N:14]([CH3:27])[CH2:15][CH2:16]2)=[O:9])[CH2:3]1. Given the reactants [F:1][C:2]1([F:24])[CH2:6][CH2:5][C@@H:4]([C@@:7]([OH:23])([C:17]2[CH:22]=[CH:21][CH:20]=[CH:19][CH:18]=2)[C:8]([O:10][CH:11]2[CH2:16][CH2:15][NH:14][CH2:13][CH2:12]2)=[O:9])[CH2:3]1.C=O.[C:27]([BH3-])#N.[Na+], predict the reaction product. (3) The product is: [NH2:1][C:2]1[C:3]([C:20]2[O:24][C:23]([C:25]3[CH:30]=[CH:29][C:28]([CH2:31][NH:32][CH3:40])=[CH:27][C:26]=3[OH:59])=[N:22][N:21]=2)=[N:4][C:5]([C:8]2[CH:13]=[CH:12][C:11]([S:14]([CH:17]([CH3:19])[CH3:18])(=[O:16])=[O:15])=[CH:10][CH:9]=2)=[CH:6][N:7]=1. Given the reactants [NH2:1][C:2]1[C:3]([C:20]2[O:24][C:23]([C:25]3[CH:30]=[CH:29][C:28]([CH2:31][N:32]([CH3:40])C(=O)OC(C)(C)C)=[CH:27][C:26]=3Cl)=[N:22][N:21]=2)=[N:4][C:5]([C:8]2[CH:13]=[CH:12][C:11]([S:14]([CH:17]([CH3:19])[CH3:18])(=[O:16])=[O:15])=[CH:10][CH:9]=2)=[CH:6][N:7]=1.C1(C=CC(=[O:59])C=CC2C=CC=CC=2)C=CC=CC=1.C(P(C(C)(C)C)C1C=CC=CC=1C1C(C(C)C)=CC(C(C)C)=CC=1C(C)C)(C)(C)C.[OH-].[K+].C(O)(C(F)(F)F)=O, predict the reaction product. (4) The product is: [Cl:1][C:2]1[N:3]=[CH:4][N:5]([C:7]2[CH:12]=[CH:11][C:10]([NH2:13])=[CH:9][C:8]=2[O:16][CH3:17])[CH:6]=1. Given the reactants [Cl:1][C:2]1[N:3]=[CH:4][N:5]([C:7]2[CH:12]=[CH:11][C:10]([N+:13]([O-])=O)=[CH:9][C:8]=2[O:16][CH3:17])[CH:6]=1.C(O)C.C(O)(=O)C.[OH-].[Na+], predict the reaction product. (5) Given the reactants Cl[CH2:2][C:3]1[CH:8]=[C:7]([CH3:9])[CH:6]=[CH:5][C:4]=1[N+:10]([O-:12])=[O:11].[NH:13]([C:21]([O:23][C:24]([CH3:27])([CH3:26])[CH3:25])=[O:22])[C:14]([O:16][C:17]([CH3:20])([CH3:19])[CH3:18])=[O:15].[K], predict the reaction product. The product is: [C:21]([N:13]([C:14]([O:16][C:17]([CH3:20])([CH3:19])[CH3:18])=[O:15])[CH2:2][C:3]1[CH:8]=[C:7]([CH3:9])[CH:6]=[CH:5][C:4]=1[N+:10]([O-:12])=[O:11])([O:23][C:24]([CH3:26])([CH3:27])[CH3:25])=[O:22].